This data is from Forward reaction prediction with 1.9M reactions from USPTO patents (1976-2016). The task is: Predict the product of the given reaction. (1) Given the reactants [C:1](Cl)(Cl)=[S:2].[NH2:5][C:6]1[CH:14]=[CH:13][C:9]([C:10]([NH2:12])=[O:11])=[CH:8][C:7]=1[CH3:15], predict the reaction product. The product is: [N:5]([C:6]1[CH:14]=[CH:13][C:9]([C:10]([NH2:12])=[O:11])=[CH:8][C:7]=1[CH3:15])=[C:1]=[S:2]. (2) Given the reactants [BH4-].[Na+].CS(O)(=O)=O.[O:8]=[C:9]([N:23]1[CH2:28][CH2:27][N:26]2[C:29]([C:32]([F:35])([F:34])[F:33])=[N:30][N:31]=[C:25]2[CH2:24]1)[CH:10]=[C:11]([NH2:22])[CH2:12][C:13]1[CH:18]=[C:17]([F:19])[C:16]([F:20])=[CH:15][C:14]=1[F:21].N.[F-].[K+], predict the reaction product. The product is: [O:8]=[C:9]([N:23]1[CH2:28][CH2:27][N:26]2[C:29]([C:32]([F:35])([F:34])[F:33])=[N:30][N:31]=[C:25]2[CH2:24]1)[CH2:10][CH:11]([NH2:22])[CH2:12][C:13]1[CH:18]=[C:17]([F:19])[C:16]([F:20])=[CH:15][C:14]=1[F:21]. (3) Given the reactants [C:1]1([C:7]2[N:12]=[CH:11][C:10]([C:13](=O)[CH3:14])=[CH:9][N:8]=2)[CH:6]=[CH:5][CH:4]=[CH:3][CH:2]=1.[C:16](OC)(=O)[C:17]1[CH:22]=[CH:21][CH:20]=[N:19][CH:18]=1.CC(C)([O-])C.[K+].[H-].[Na+].O.[NH2:35][NH2:36], predict the reaction product. The product is: [C:1]1([C:7]2[N:12]=[CH:11][C:10]([C:13]3[NH:36][N:35]=[C:16]([C:17]4[CH:18]=[N:19][CH:20]=[CH:21][CH:22]=4)[CH:14]=3)=[CH:9][N:8]=2)[CH:6]=[CH:5][CH:4]=[CH:3][CH:2]=1. (4) Given the reactants [Br:1][C:2]1[CH:10]=[C:9]2[C:5]([C:6]([CH:17]=O)=[N:7][N:8]2[CH:11]2[CH2:16][CH2:15][CH2:14][CH2:13][O:12]2)=[CH:4][CH:3]=1.C([N:21](CC)CC)C.Cl.NO.C(OC(C(F)(F)F)=O)(C(F)(F)F)=O, predict the reaction product. The product is: [Br:1][C:2]1[CH:10]=[C:9]2[C:5]([C:6]([C:17]#[N:21])=[N:7][N:8]2[CH:11]2[CH2:16][CH2:15][CH2:14][CH2:13][O:12]2)=[CH:4][CH:3]=1. (5) Given the reactants [NH2:1][C:2]1[CH:7]=[CH:6][CH:5]=[CH:4][C:3]=1[N:8]1[CH:12]=[CH:11][C:10]([C:13]([N:15]2[CH2:20][CH2:19][N:18]([C:21]([O:23][C:24]([CH3:27])([CH3:26])[CH3:25])=[O:22])[CH2:17][C@H:16]2[CH2:28][C:29]2[CH:34]=[CH:33][CH:32]=[CH:31][CH:30]=2)=[O:14])=[C:9]1[C:35]1[CH:40]=[CH:39][CH:38]=[CH:37][CH:36]=1.Br[CH2:42][CH2:43][CH2:44][O:45][CH3:46].C(=O)([O-])[O-].[Ca+2].C(=O)(O)[O-].[Na+], predict the reaction product. The product is: [CH2:28]([C@H:16]1[N:15]([C:13]([C:10]2[CH:11]=[CH:12][N:8]([C:3]3[CH:4]=[CH:5][CH:6]=[CH:7][C:2]=3[NH:1][CH2:42][CH2:43][CH2:44][O:45][CH3:46])[C:9]=2[C:35]2[CH:40]=[CH:39][CH:38]=[CH:37][CH:36]=2)=[O:14])[CH2:20][CH2:19][N:18]([C:21]([O:23][C:24]([CH3:26])([CH3:27])[CH3:25])=[O:22])[CH2:17]1)[C:29]1[CH:30]=[CH:31][CH:32]=[CH:33][CH:34]=1. (6) The product is: [N+:1]([C:4]1[CH:5]=[C:6]([N:10]2[C:11]3[C:12](=[CH:15][CH:16]=[CH:17][N:18]=3)[CH:13]=[C:29]([CH2:28][CH2:27][CH2:26][CH2:25][C:21]3[CH:20]=[N:19][CH:24]=[CH:23][CH:22]=3)[C:30]2=[O:31])[CH:7]=[CH:8][CH:9]=1)([O-:3])=[O:2]. Given the reactants [N+:1]([C:4]1[CH:5]=[C:6]([NH:10][C:11]2[N:18]=[CH:17][CH:16]=[CH:15][C:12]=2[CH:13]=O)[CH:7]=[CH:8][CH:9]=1)([O-:3])=[O:2].[N:19]1[CH:24]=[CH:23][CH:22]=[C:21]([CH2:25][CH2:26][CH2:27][CH2:28][CH2:29][C:30](OC)=[O:31])[CH:20]=1.[Li+].CC([N-]C(C)C)C, predict the reaction product.